This data is from Reaction yield outcomes from USPTO patents with 853,638 reactions. The task is: Predict the reaction yield, written as a fraction of the theoretical maximum amount of product (1.0 means a 100% yield; for example, 0.34 means a 34% yield). The catalyst is O.C(O)(=O)C. The product is [CH2:20]([NH:1][C:2]1[CH:3]=[C:4]([CH:17]=[CH:18][CH:19]=1)[C:5]([C:7]1[CH:15]=[C:14]2[C:10]([CH2:11][C:12](=[O:16])[NH:13]2)=[CH:9][CH:8]=1)=[O:6])[C:21]1[CH:26]=[CH:25][CH:24]=[CH:23][CH:22]=1. The yield is 0.260. The reactants are [NH2:1][C:2]1[CH:3]=[C:4]([CH:17]=[CH:18][CH:19]=1)[C:5]([C:7]1[CH:15]=[C:14]2[C:10]([CH2:11][C:12](=[O:16])[NH:13]2)=[CH:9][CH:8]=1)=[O:6].[CH:20](=O)[C:21]1[CH:26]=[CH:25][CH:24]=[CH:23][CH:22]=1.C([BH3-])#N.[Na+].C1COCC1.